This data is from Forward reaction prediction with 1.9M reactions from USPTO patents (1976-2016). The task is: Predict the product of the given reaction. (1) Given the reactants C(Cl)(=O)C(Cl)=O.CS(C)=O.[Cl:11][C:12]1[CH:28]=[C:27]([C:29]([F:32])([F:31])[F:30])[CH:26]=[CH:25][C:13]=1[CH2:14][N:15]1[C:19]([CH2:20][OH:21])=[CH:18][C:17]([CH:22]([CH3:24])[CH3:23])=[N:16]1.C(N(CC)CC)C, predict the reaction product. The product is: [Cl:11][C:12]1[CH:28]=[C:27]([C:29]([F:32])([F:30])[F:31])[CH:26]=[CH:25][C:13]=1[CH2:14][N:15]1[C:19]([CH:20]=[O:21])=[CH:18][C:17]([CH:22]([CH3:24])[CH3:23])=[N:16]1. (2) The product is: [CH3:40][O:39][C:24]1[CH:23]=[C:22]([CH2:21][C:20]([NH:19][C:16]2[CH:15]=[CH:14][C:13]([C:8]3([CH2:7][C:6]([OH:42])=[O:5])[CH2:12][CH2:11][CH2:10][CH2:9]3)=[CH:18][CH:17]=2)=[O:41])[CH:27]=[CH:26][C:25]=1[NH:28][C:29]([NH:31][C:32]1[CH:37]=[CH:36][CH:35]=[CH:34][C:33]=1[CH3:38])=[O:30]. Given the reactants C([O:5][C:6](=[O:42])[CH2:7][C:8]1([C:13]2[CH:18]=[CH:17][C:16]([NH:19][C:20](=[O:41])[CH2:21][C:22]3[CH:27]=[CH:26][C:25]([NH:28][C:29]([NH:31][C:32]4[CH:37]=[CH:36][CH:35]=[CH:34][C:33]=4[CH3:38])=[O:30])=[C:24]([O:39][CH3:40])[CH:23]=3)=[CH:15][CH:14]=2)[CH2:12][CH2:11][CH2:10][CH2:9]1)(C)(C)C.ClCCl.O.CO, predict the reaction product. (3) The product is: [C:18]([O:17][C:15]([N:7]1[CH2:8][CH2:9][N:10]([S:11]([CH3:14])(=[O:13])=[O:12])[CH:5]([CH2:3][OH:2])[CH2:6]1)=[O:16])([CH3:21])([CH3:20])[CH3:19]. Given the reactants C[O:2][C:3]([CH:5]1[N:10]([S:11]([CH3:14])(=[O:13])=[O:12])[CH2:9][CH2:8][N:7]([C:15]([O:17][C:18]([CH3:21])([CH3:20])[CH3:19])=[O:16])[CH2:6]1)=O.[H-].[Al+3].[Li+].[H-].[H-].[H-], predict the reaction product. (4) Given the reactants [CH3:1][C:2]1[CH:6]=[CH:5][O:4][C:3]=1[C:7]([OH:9])=O.C(N(CC)C(C)C)(C)C.CN(C(ON1N=NC2C=CC=CC1=2)=[N+](C)C)C.F[P-](F)(F)(F)(F)F.[NH2:43][C:44]1[CH:49]=[CH:48][C:47]([CH:50]2[CH2:64][N:54]3[C:55](=[O:63])[NH:56][C:57]4[CH:58]=[CH:59][CH:60]=[CH:61][C:62]=4[C:53]3=[N:52][CH2:51]2)=[CH:46][CH:45]=1, predict the reaction product. The product is: [CH3:1][C:2]1[CH:6]=[CH:5][O:4][C:3]=1[C:7]([NH:43][C:44]1[CH:49]=[CH:48][C:47]([CH:50]2[CH2:64][N:54]3[C:55](=[O:63])[NH:56][C:57]4[CH:58]=[CH:59][CH:60]=[CH:61][C:62]=4[C:53]3=[N:52][CH2:51]2)=[CH:46][CH:45]=1)=[O:9]. (5) Given the reactants C[O:2][C:3]1[CH:8]=[CH:7][C:6]([CH:9]2[CH2:14][CH2:13][CH2:12][NH:11][CH2:10]2)=[CH:5][CH:4]=1.Cl.[BrH:16], predict the reaction product. The product is: [BrH:16].[NH:11]1[CH2:12][CH2:13][CH2:14][CH:9]([C:6]2[CH:5]=[CH:4][C:3]([OH:2])=[CH:8][CH:7]=2)[CH2:10]1.